Dataset: Forward reaction prediction with 1.9M reactions from USPTO patents (1976-2016). Task: Predict the product of the given reaction. (1) Given the reactants [Cl:1][C:2]1[CH:3]=[C:4]2[N:11](COCC[Si](C)(C)C)[C:10]([O:20][C@H:21]3[CH2:30][O:29][C@H:28]4[C@@H:23]([O:24]C(C5C=CC=CC=5)[O:26][CH2:27]4)[CH2:22]3)=[N:9][C:5]2=[N:6][C:7]=1[I:8].C(O)=O.S([O-])(O)(=O)=O.[K+].[OH-].[Na+], predict the reaction product. The product is: [Cl:1][C:2]1[CH:3]=[C:4]2[NH:11][C:10]([O:20][C@H:21]3[CH2:30][O:29][C@H:28]([CH2:27][OH:26])[C@@H:23]([OH:24])[CH2:22]3)=[N:9][C:5]2=[N:6][C:7]=1[I:8]. (2) Given the reactants [Cl:1][C:2]1[N:7]=[CH:6][C:5]([C:8]([OH:10])=O)=[CH:4][N:3]=1.F[P-](F)(F)(F)(F)F.ClC(N(C)C)=[N+](C)C.C(N(C(C)C)C(C)C)C.[C:35]([O:39][C:40]([N:42]1[CH2:47][CH2:46][CH:45]([NH:48][CH:49]2[CH2:51][CH2:50]2)[CH2:44][CH2:43]1)=[O:41])([CH3:38])([CH3:37])[CH3:36], predict the reaction product. The product is: [C:35]([O:39][C:40]([N:42]1[CH2:47][CH2:46][CH:45]([N:48]([C:8]([C:5]2[CH:6]=[N:7][C:2]([Cl:1])=[N:3][CH:4]=2)=[O:10])[CH:49]2[CH2:50][CH2:51]2)[CH2:44][CH2:43]1)=[O:41])([CH3:38])([CH3:36])[CH3:37]. (3) Given the reactants C(=O)([O-])O.[Na+].Cl.[NH2:7][OH:8].[F:9][C:10]1[CH:15]=[CH:14][C:13]([C:16]([F:19])([F:18])[F:17])=[CH:12][C:11]=1[C:20]1[CH:25]=[CH:24][N:23]=[C:22]([C:26]#[N:27])[CH:21]=1, predict the reaction product. The product is: [F:9][C:10]1[CH:15]=[CH:14][C:13]([C:16]([F:19])([F:18])[F:17])=[CH:12][C:11]=1[C:20]1[CH:25]=[CH:24][N:23]=[C:22]([C:26](=[N:7][OH:8])[NH2:27])[CH:21]=1. (4) The product is: [CH3:10][C@H:11]1[CH2:16][C@@H:15]([OH:17])[C@H:14]([C:18]2([CH3:20])[O:24][CH2:19]2)[CH2:13][CH2:12]1. Given the reactants OS([O-])(=O)=O.[Na+].O.[OH-].[Na+].[CH3:10][C@H:11]1[CH2:16][C@@H:15]([OH:17])[C@H:14]([C:18]([CH3:20])=[CH2:19])[CH2:13][CH2:12]1.OO.S([O-])([O-])=[O:24].[Na+].[Na+], predict the reaction product. (5) Given the reactants [OH:1][CH2:2][C:3]#[C:4][C:5]#[C:6][CH2:7][OH:8].[N:9]([CH2:12][CH2:13][CH2:14][CH2:15][CH2:16][CH2:17][CH2:18][CH2:19][CH2:20][CH2:21][C:22](Cl)=[O:23])=[N+:10]=[N-:11].[CH3:25][CH2:26][CH2:27][CH2:28][CH2:29][CH2:30][CH2:31][CH2:32][CH2:33][CH2:34][CH2:35][C:36](Cl)=[O:37], predict the reaction product. The product is: [CH3:25][CH2:26][CH2:27][CH2:28][CH2:29][CH2:30][CH2:31][CH2:32][CH2:33][CH2:34][CH2:35][C:36]([O:1][CH2:2][C:3]#[C:4][C:5]#[C:6][CH2:7][O:8][C:22]([CH2:21][CH2:20][CH2:19][CH2:18][CH2:17][CH2:16][CH2:15][CH2:14][CH2:13][CH2:12][N:9]=[N+:10]=[N-:11])=[O:23])=[O:37]. (6) Given the reactants [CH3:1][O:2][C:3]1[CH:4]=[C:5]2[C:10](=[CH:11][C:12]=1[O:13][CH3:14])[N:9]=[CH:8][CH:7]=[C:6]2[O:15][C:16]1[CH:22]=[CH:21][C:19]([NH2:20])=[C:18]([C:23]([F:26])([F:25])[F:24])[CH:17]=1.C(N(CC)CC)C.ClC(Cl)(O[C:38](=[O:44])OC(Cl)(Cl)Cl)Cl.[CH3:46][C:47]1[N:48]=[C:49]([CH:53]([NH2:55])[CH3:54])[S:50][C:51]=1[CH3:52], predict the reaction product. The product is: [CH3:1][O:2][C:3]1[CH:4]=[C:5]2[C:10](=[CH:11][C:12]=1[O:13][CH3:14])[N:9]=[CH:8][CH:7]=[C:6]2[O:15][C:16]1[CH:22]=[CH:21][C:19]([NH:20][C:38]([NH:55][CH:53]([C:49]2[S:50][C:51]([CH3:52])=[C:47]([CH3:46])[N:48]=2)[CH3:54])=[O:44])=[C:18]([C:23]([F:25])([F:26])[F:24])[CH:17]=1. (7) Given the reactants O1CCCCC1[O:7][NH:8][C:9](=[O:37])[CH2:10][C@@:11]1([C:27]2[S:28][C:29]([C:32]3[O:33][CH:34]=[CH:35][CH:36]=3)=[CH:30][CH:31]=2)[S:17](=[O:19])(=[O:18])[CH2:16][CH2:15][N:14](C(OC(C)(C)C)=O)[CH2:13][CH2:12]1.[ClH:38], predict the reaction product. The product is: [ClH:38].[OH:7][NH:8][C:9](=[O:37])[CH2:10][C@@:11]1([C:27]2[S:28][C:29]([C:32]3[O:33][CH:34]=[CH:35][CH:36]=3)=[CH:30][CH:31]=2)[S:17](=[O:19])(=[O:18])[CH2:16][CH2:15][NH:14][CH2:13][CH2:12]1.